This data is from Reaction yield outcomes from USPTO patents with 853,638 reactions. The task is: Predict the reaction yield, written as a fraction of the theoretical maximum amount of product (1.0 means a 100% yield; for example, 0.34 means a 34% yield). (1) The reactants are C(O)C.C([O:6][C:7](=[O:35])[CH2:8][CH2:9][CH2:10][N:11]1[CH:15]=[C:14]([C:16]2[C:28]3[C:27]4[C:22](=[CH:23][CH:24]=[CH:25][CH:26]=4)[C:21]([OH:33])([C:29]([F:32])([F:31])[F:30])[C:20]=3[CH:19]=[C:18]([CH3:34])[CH:17]=2)[CH:13]=[N:12]1)C.[OH-].[Na+].Cl. The catalyst is O. The product is [OH:33][C:21]1([C:29]([F:31])([F:32])[F:30])[C:20]2[CH:19]=[C:18]([CH3:34])[CH:17]=[C:16]([C:14]3[CH:13]=[N:12][N:11]([CH2:10][CH2:9][CH2:8][C:7]([OH:35])=[O:6])[CH:15]=3)[C:28]=2[C:27]2[C:22]1=[CH:23][CH:24]=[CH:25][CH:26]=2. The yield is 1.00. (2) The reactants are [Br:1][C:2]1[CH:7]=[CH:6][CH:5]=[CH:4][C:3]=1I.[F:9][C:10]([F:21])([F:20])[C:11]1[CH:16]=[CH:15][C:14](B(O)O)=[CH:13][CH:12]=1.C(=O)([O-])[O-].[Na+].[Na+]. The catalyst is C1C=CC([P]([Pd]([P](C2C=CC=CC=2)(C2C=CC=CC=2)C2C=CC=CC=2)([P](C2C=CC=CC=2)(C2C=CC=CC=2)C2C=CC=CC=2)[P](C2C=CC=CC=2)(C2C=CC=CC=2)C2C=CC=CC=2)(C2C=CC=CC=2)C2C=CC=CC=2)=CC=1. The product is [Br:1][C:2]1[CH:7]=[CH:6][CH:5]=[CH:4][C:3]=1[C:14]1[CH:15]=[CH:16][C:11]([C:10]([F:21])([F:20])[F:9])=[CH:12][CH:13]=1. The yield is 0.670. (3) The catalyst is COCCOC.C1C=CC([P]([Pd]([P](C2C=CC=CC=2)(C2C=CC=CC=2)C2C=CC=CC=2)([P](C2C=CC=CC=2)(C2C=CC=CC=2)C2C=CC=CC=2)[P](C2C=CC=CC=2)(C2C=CC=CC=2)C2C=CC=CC=2)(C2C=CC=CC=2)C2C=CC=CC=2)=CC=1. The product is [C:35]([O:39][C:40]([N:42]1[CH:47]([C:48]2[NH:49][C:50]([C:53]3[CH:58]=[CH:57][C:56]([C:28]4[CH:27]=[CH:26][C:25]5[C:30](=[CH:31][CH:32]=[C:23]([C:20]6[NH:19][C:18]([CH:17]7[CH2:16][C:13]8([CH2:15][CH2:14]8)[CH2:12][N:11]7[C:9](=[O:10])[CH:5]([NH:4][C:3]([O:2][CH3:1])=[O:34])[CH:6]([CH3:8])[CH3:7])=[N:22][CH:21]=6)[CH:24]=5)[CH:29]=4)=[CH:55][CH:54]=3)=[CH:51][N:52]=2)[CH:46]2[CH2:68][CH:43]1[CH2:44][CH2:45]2)=[O:41])([CH3:38])([CH3:36])[CH3:37]. The yield is 0.560. The reactants are [CH3:1][O:2][C:3](=[O:34])[NH:4][CH:5]([C:9]([N:11]1[CH:17]([C:18]2[NH:19][C:20]([C:23]3[CH:32]=[CH:31][C:30]4[C:25](=[CH:26][CH:27]=[C:28](Br)[CH:29]=4)[CH:24]=3)=[CH:21][N:22]=2)[CH2:16][C:13]2([CH2:15][CH2:14]2)[CH2:12]1)=[O:10])[CH:6]([CH3:8])[CH3:7].[C:35]([O:39][C:40]([N:42]1[CH:47]([C:48]2[NH:49][C:50]([C:53]3[CH:58]=[CH:57][C:56](B4OC(C)(C)C(C)(C)O4)=[CH:55][CH:54]=3)=[CH:51][N:52]=2)[CH:46]2[CH2:68][CH:43]1[CH2:44][CH2:45]2)=[O:41])([CH3:38])([CH3:37])[CH3:36].C([O-])(O)=O.[Na+].N#N.